From a dataset of Full USPTO retrosynthesis dataset with 1.9M reactions from patents (1976-2016). Predict the reactants needed to synthesize the given product. (1) Given the product [Cl:1][C:2]1[C:3]([CH:11]([F:12])[F:13])=[CH:4][CH:5]=[CH:6][C:7]=1[NH2:8], predict the reactants needed to synthesize it. The reactants are: [Cl:1][C:2]1[C:7]([N+:8]([O-])=O)=[CH:6][CH:5]=[CH:4][C:3]=1[CH:11]([F:13])[F:12].[OH-].[Na+]. (2) Given the product [CH3:26][C:8]1[C:9]([C:16]2[CH:21]=[CH:20][CH:19]=[C:18]([C:22]([F:23])([F:25])[F:24])[CH:17]=2)=[N:10][C:11]2[C:6]([C:7]=1[C:27]([O:29][CH3:34])=[O:28])=[CH:5][C:4]([S:31][CH3:30])=[C:13]([O:14][CH3:15])[CH:12]=2, predict the reactants needed to synthesize it. The reactants are: [H-].[Na+].F[C:4]1[CH:5]=[C:6]2[C:11](=[CH:12][C:13]=1[O:14][CH3:15])[N:10]=[C:9]([C:16]1[CH:21]=[CH:20][CH:19]=[C:18]([C:22]([F:25])([F:24])[F:23])[CH:17]=1)[C:8]([CH3:26])=[C:7]2[C:27]([OH:29])=[O:28].[CH3:30][S-:31].[Na+].I[CH3:34]. (3) Given the product [NH:6]1[CH:10]=[CH:9][N:8]=[C:7]1[CH2:11][CH:12]([CH2:43][C:44]1[NH:45][CH:46]=[CH:47][N:48]=1)[CH2:13][NH:14][C:15]([C:17]1[CH:18]=[CH:19][C:20]([CH2:21][N:22]2[CH:26]([C:27]([OH:29])=[O:28])[CH2:25][C:24]3([CH2:32][CH2:33][N:34]([CH2:37][CH:38]([CH3:39])[CH3:40])[CH2:35][CH2:36]3)[CH2:23]2)=[CH:41][CH:42]=1)=[O:16], predict the reactants needed to synthesize it. The reactants are: O1CCCC1.[NH:6]1[CH:10]=[CH:9][N:8]=[C:7]1[CH2:11][CH:12]([CH2:43][C:44]1[NH:45][CH:46]=[CH:47][N:48]=1)[CH2:13][NH:14][C:15]([C:17]1[CH:42]=[CH:41][C:20]([CH2:21][N:22]2[CH:26]([C:27]([O:29]CC)=[O:28])[CH2:25][C:24]3([CH2:36][CH2:35][N:34]([CH2:37][CH:38]([CH3:40])[CH3:39])[CH2:33][CH2:32]3)[CH2:23]2)=[CH:19][CH:18]=1)=[O:16].[OH-].[Na+].Cl. (4) Given the product [NH2:19][C:18]1[N:17]=[CH:16][C:15]2[C:20]([C:23]3[CH2:24][CH2:25][N:26]([CH2:29][C:30]#[N:31])[CH2:27][CH:28]=3)=[CH:21][O:22][C:14]=2[C:13]=1[O:12][C@@H:10]([C:3]1[C:4]([Cl:9])=[CH:5][CH:6]=[C:7]([F:8])[C:2]=1[Cl:1])[CH3:11], predict the reactants needed to synthesize it. The reactants are: [Cl:1][C:2]1[C:7]([F:8])=[CH:6][CH:5]=[C:4]([Cl:9])[C:3]=1[C@H:10]([O:12][C:13]1[C:14]2[O:22][CH:21]=[C:20]([C:23]3[CH2:24][CH2:25][NH:26][CH2:27][CH:28]=3)[C:15]=2[CH:16]=[N:17][C:18]=1[NH2:19])[CH3:11].[CH3:29][CH2:30][N:31](C(C)C)C(C)C.CN(C=O)C.BrCC#N.N.